Dataset: Reaction yield outcomes from USPTO patents with 853,638 reactions. Task: Predict the reaction yield, written as a fraction of the theoretical maximum amount of product (1.0 means a 100% yield; for example, 0.34 means a 34% yield). (1) The reactants are [CH3:1][O:2][C:3]([C:5]1[C:14]2[C:9](=[C:10]([NH2:15])[CH:11]=[CH:12][CH:13]=2)[N:8]=[CH:7][CH:6]=1)=[O:4].[C:16]1([S:22](Cl)(=[O:24])=[O:23])[CH:21]=[CH:20][CH:19]=[CH:18][CH:17]=1. The catalyst is N1C=CC=CC=1. The product is [CH3:1][O:2][C:3]([C:5]1[C:14]2[C:9](=[C:10]([NH:15][S:22]([C:16]3[CH:21]=[CH:20][CH:19]=[CH:18][CH:17]=3)(=[O:24])=[O:23])[CH:11]=[CH:12][CH:13]=2)[N:8]=[CH:7][CH:6]=1)=[O:4]. The yield is 0.640. (2) The reactants are C([O:4][CH2:5][CH:6]=[C:7]([CH3:16])[CH2:8][CH2:9][CH:10]=[C:11]([CH3:15])[C:12]([OH:14])=[O:13])(=O)C.C(=O)([O-])[O-].[K+].[K+].C(Cl)Cl.Cl. The catalyst is CO.O. The product is [OH:4][CH2:5][CH:6]=[C:7]([CH3:16])[CH2:8][CH2:9][CH:10]=[C:11]([CH3:15])[C:12]([OH:14])=[O:13]. The yield is 0.590.